This data is from Peptide-MHC class I binding affinity with 185,985 pairs from IEDB/IMGT. The task is: Regression. Given a peptide amino acid sequence and an MHC pseudo amino acid sequence, predict their binding affinity value. This is MHC class I binding data. (1) The MHC is HLA-A33:01 with pseudo-sequence HLA-A33:01. The peptide sequence is SSFIMRNFLR. The binding affinity (normalized) is 0.374. (2) The peptide sequence is EYKTLCDMI. The MHC is HLA-A11:01 with pseudo-sequence HLA-A11:01. The binding affinity (normalized) is 0. (3) The peptide sequence is NSDTVDWSW. The MHC is HLA-B40:01 with pseudo-sequence HLA-B40:01. The binding affinity (normalized) is 0.0847. (4) The peptide sequence is FSTLNANYL. The MHC is H-2-Kb with pseudo-sequence H-2-Kb. The binding affinity (normalized) is 0.334. (5) The peptide sequence is IILWFFNAM. The MHC is HLA-B08:01 with pseudo-sequence HLA-B08:01. The binding affinity (normalized) is 0.208. (6) The peptide sequence is VEVLLDTGADD. The MHC is Mamu-B08 with pseudo-sequence Mamu-B08. The binding affinity (normalized) is 0. (7) The peptide sequence is QRIREVLRTEL. The MHC is Mamu-B03 with pseudo-sequence Mamu-B03. The binding affinity (normalized) is 0.470.